This data is from NCI-60 drug combinations with 297,098 pairs across 59 cell lines. The task is: Regression. Given two drug SMILES strings and cell line genomic features, predict the synergy score measuring deviation from expected non-interaction effect. (1) Drug 1: CC1=C2C(C(=O)C3(C(CC4C(C3C(C(C2(C)C)(CC1OC(=O)C(C(C5=CC=CC=C5)NC(=O)OC(C)(C)C)O)O)OC(=O)C6=CC=CC=C6)(CO4)OC(=O)C)O)C)O. Drug 2: C(=O)(N)NO. Cell line: EKVX. Synergy scores: CSS=2.77, Synergy_ZIP=1.72, Synergy_Bliss=5.37, Synergy_Loewe=4.67, Synergy_HSA=3.21. (2) Drug 1: CC(C)(C#N)C1=CC(=CC(=C1)CN2C=NC=N2)C(C)(C)C#N. Drug 2: CC(C)NC(=O)C1=CC=C(C=C1)CNNC.Cl. Cell line: A498. Synergy scores: CSS=-0.442, Synergy_ZIP=-1.43, Synergy_Bliss=-2.90, Synergy_Loewe=-1.97, Synergy_HSA=-2.03. (3) Drug 1: CC1=C(C=C(C=C1)NC2=NC=CC(=N2)N(C)C3=CC4=NN(C(=C4C=C3)C)C)S(=O)(=O)N.Cl. Drug 2: C1=CC=C(C(=C1)C(C2=CC=C(C=C2)Cl)C(Cl)Cl)Cl. Cell line: 786-0. Synergy scores: CSS=9.98, Synergy_ZIP=2.96, Synergy_Bliss=7.60, Synergy_Loewe=6.89, Synergy_HSA=7.31. (4) Drug 1: CC12CCC3C(C1CCC2=O)CC(=C)C4=CC(=O)C=CC34C. Drug 2: C1=CN(C(=O)N=C1N)C2C(C(C(O2)CO)O)O.Cl. Cell line: SN12C. Synergy scores: CSS=34.2, Synergy_ZIP=-4.10, Synergy_Bliss=-7.49, Synergy_Loewe=-6.29, Synergy_HSA=-4.40. (5) Drug 1: CCC1=CC2CC(C3=C(CN(C2)C1)C4=CC=CC=C4N3)(C5=C(C=C6C(=C5)C78CCN9C7C(C=CC9)(C(C(C8N6C)(C(=O)OC)O)OC(=O)C)CC)OC)C(=O)OC.C(C(C(=O)O)O)(C(=O)O)O. Drug 2: C1CC(=O)NC(=O)C1N2C(=O)C3=CC=CC=C3C2=O. Cell line: UO-31. Synergy scores: CSS=3.42, Synergy_ZIP=-2.23, Synergy_Bliss=-0.271, Synergy_Loewe=-2.65, Synergy_HSA=-1.77. (6) Cell line: NCI-H460. Drug 2: CC(C1=C(C=CC(=C1Cl)F)Cl)OC2=C(N=CC(=C2)C3=CN(N=C3)C4CCNCC4)N. Synergy scores: CSS=8.81, Synergy_ZIP=-10.6, Synergy_Bliss=-8.51, Synergy_Loewe=-9.08, Synergy_HSA=-8.03. Drug 1: C1=CC(=CC=C1CCCC(=O)O)N(CCCl)CCCl. (7) Drug 1: CC1=C(C=C(C=C1)NC2=NC=CC(=N2)N(C)C3=CC4=NN(C(=C4C=C3)C)C)S(=O)(=O)N.Cl. Drug 2: CC1=CC=C(C=C1)C2=CC(=NN2C3=CC=C(C=C3)S(=O)(=O)N)C(F)(F)F. Cell line: NCIH23. Synergy scores: CSS=10.6, Synergy_ZIP=-1.76, Synergy_Bliss=4.56, Synergy_Loewe=4.00, Synergy_HSA=5.40. (8) Drug 1: CC(CN1CC(=O)NC(=O)C1)N2CC(=O)NC(=O)C2. Drug 2: C(CC(=O)O)C(=O)CN.Cl. Cell line: OVCAR3. Synergy scores: CSS=24.0, Synergy_ZIP=-7.62, Synergy_Bliss=1.70, Synergy_Loewe=2.10, Synergy_HSA=2.64.